Dataset: Catalyst prediction with 721,799 reactions and 888 catalyst types from USPTO. Task: Predict which catalyst facilitates the given reaction. Reactant: [Cl:1][C:2]1[CH:14]=[C:13]([C:15](=[O:19])[N:16]([CH3:18])[CH3:17])[CH:12]=[CH:11][C:3]=1[C:4]([O:6]C(C)(C)C)=[O:5].C(O)(C(F)(F)F)=O. Product: [Cl:1][C:2]1[CH:14]=[C:13]([C:15](=[O:19])[N:16]([CH3:17])[CH3:18])[CH:12]=[CH:11][C:3]=1[C:4]([OH:6])=[O:5]. The catalyst class is: 6.